Dataset: Peptide-MHC class II binding affinity with 134,281 pairs from IEDB. Task: Regression. Given a peptide amino acid sequence and an MHC pseudo amino acid sequence, predict their binding affinity value. This is MHC class II binding data. (1) The peptide sequence is DGYFLKIKVTAASPM. The MHC is DRB5_0101 with pseudo-sequence DRB5_0101. The binding affinity (normalized) is 0.392. (2) The peptide sequence is DIVIYSKYGGTEIKY. The MHC is DRB1_1501 with pseudo-sequence DRB1_1501. The binding affinity (normalized) is 0.373. (3) The peptide sequence is FPEQPQQPYPEQPQQ. The MHC is HLA-DQA10302-DQB10303 with pseudo-sequence YNYHERRFATVLHIVYFGLTYYDVRTETVHLETT. The binding affinity (normalized) is 0. (4) The peptide sequence is LFKYDINIYSANL. The MHC is HLA-DQA10101-DQB10501 with pseudo-sequence HLA-DQA10101-DQB10501. The binding affinity (normalized) is 0.276. (5) The peptide sequence is EKALWIIFSQNMNIK. The MHC is HLA-DPA10103-DPB10401 with pseudo-sequence HLA-DPA10103-DPB10401. The binding affinity (normalized) is 0.322.